Dataset: Caco-2 cell permeability data measuring drug intestinal absorption for ~900 compounds. Task: Regression/Classification. Given a drug SMILES string, predict its absorption, distribution, metabolism, or excretion properties. Task type varies by dataset: regression for continuous measurements (e.g., permeability, clearance, half-life) or binary classification for categorical outcomes (e.g., BBB penetration, CYP inhibition). For this dataset (caco2_wang), we predict Y. (1) The compound is C=C1NC(N)=Nc2c1ncn2COCCOC(=O)CC[C@@H](N)C(=O)O. The Y is -5.81 log Papp (cm/s). (2) The drug is CCCCOC(=O)COc1ccc(C(=O)CN2CCN(C3CCN(C(=O)OCc4oc(=O)oc4C)CC3)CC2=O)cc1. The Y is -4.35 log Papp (cm/s). (3) The drug is Cc1c(F)c(N2CCNC(C)C2)cc2c1c(=O)c(C(=O)O)cn2C1CC1. The Y is -4.89 log Papp (cm/s). (4) The drug is CC(C)(C)c1ccc(NC(=O)c2ccnn2CCc2ccncc2)cc1. The Y is -5.13 log Papp (cm/s). (5) The drug is O=C(Nc1ccc(C(F)(F)F)c(Cl)c1)c1ccnn1CCc1ccncc1. The Y is -5.34 log Papp (cm/s). (6) The drug is C[C@@H]1NC(=O)[C@H](C)NC(=O)[C@@H](C)NC(=O)[C@H](C)NC(=O)[C@@H](C)N(C)C(=O)[C@@H](C)NC1=O. The Y is -5.82 log Papp (cm/s). (7) The compound is COc1cccc(-n2c(=O)n(Cc3ccccc3C#N)c(=O)n(C[C@H](N)c3ccccc3)c2=O)c1F. The Y is -4.59 log Papp (cm/s). (8) The molecule is O=c1[nH]c(=O)n([C@@H]2O[C@H](CO)[C@@H](O)[C@@H]2O)cc1/C=C/Br. The Y is -5.39 log Papp (cm/s). (9) The molecule is CCOC(=O)c1c(Cl)cccc1-c1cnc([C@@H](C)NC(=O)C2(NC(=O)C(F)(F)F)CC2)c(F)c1. The Y is -4.55 log Papp (cm/s). (10) The drug is O=C(O)COC(=O)Cc1ccccc1Nc1c(Cl)cccc1Cl. The Y is -4.41 log Papp (cm/s).